From a dataset of Catalyst prediction with 721,799 reactions and 888 catalyst types from USPTO. Predict which catalyst facilitates the given reaction. (1) Reactant: [Cl:1][C:2]1[CH:3]=[C:4]([N:9]2[C:14](=[O:15])[CH:13]=[C:12]([O:16]C)[CH:11]=[N:10]2)[CH:5]=[C:6]([Cl:8])[CH:7]=1.[OH-].[K+]. Product: [Cl:1][C:2]1[CH:3]=[C:4]([N:9]2[C:14](=[O:15])[CH:13]=[C:12]([OH:16])[CH:11]=[N:10]2)[CH:5]=[C:6]([Cl:8])[CH:7]=1. The catalyst class is: 40. (2) Reactant: [O:1]=[C:2]([CH3:20])[CH:3]([CH2:9][C:10]1[CH:15]=[CH:14][CH:13]=[C:12]([C:16]([F:19])([F:18])[F:17])[CH:11]=1)[C:4](OCC)=[O:5].[BH4-].[Na+].[Na+].[Cl-]. Product: [F:17][C:16]([F:18])([F:19])[C:12]1[CH:11]=[C:10]([CH:15]=[CH:14][CH:13]=1)[CH2:9][CH:3]([CH:2]([OH:1])[CH3:20])[CH2:4][OH:5]. The catalyst class is: 14. (3) Reactant: [CH3:1][N:2]1[CH:30]=[C:5]2[C:6]([O:21][C@@H:22]([C@H:24]3[CH2:28][NH:27][C:26](=[O:29])[CH2:25]3)[CH3:23])=[N:7][C:8]([C:10]3[CH:11]=[N:12][N:13]([CH:15]4[CH2:20][CH2:19][NH:18][CH2:17][CH2:16]4)[CH:14]=3)=[CH:9][C:4]2=[N:3]1.[C:31]([O-])(=O)C.[Na+].C=O.C(O[BH-](OC(=O)C)OC(=O)C)(=O)C.[Na+]. Product: [CH3:1][N:2]1[CH:30]=[C:5]2[C:6]([O:21][C@@H:22]([C@H:24]3[CH2:28][NH:27][C:26](=[O:29])[CH2:25]3)[CH3:23])=[N:7][C:8]([C:10]3[CH:11]=[N:12][N:13]([CH:15]4[CH2:16][CH2:17][N:18]([CH3:31])[CH2:19][CH2:20]4)[CH:14]=3)=[CH:9][C:4]2=[N:3]1. The catalyst class is: 61.